Dataset: Full USPTO retrosynthesis dataset with 1.9M reactions from patents (1976-2016). Task: Predict the reactants needed to synthesize the given product. (1) Given the product [Br:3][C:4]1[CH:5]=[C:6]([O:11][CH2:12][O:13][CH3:14])[CH:7]=[C:8]([Br:10])[CH:9]=1, predict the reactants needed to synthesize it. The reactants are: [H-].[Na+].[Br:3][C:4]1[CH:5]=[C:6]([OH:11])[CH:7]=[C:8]([Br:10])[CH:9]=1.[CH3:12][O:13][CH2:14]Cl. (2) The reactants are: [NH2:1][C:2]1[CH:7]=[CH:6][C:5]([CH2:8][C:9]#[N:10])=[CH:4][C:3]=1[C:11]1[CH2:16][CH2:15][CH2:14][CH2:13][CH:12]=1.[N:17]([Sn](C)(C)C)=[N+:18]=[N-:19]. Given the product [C:11]1([C:3]2[CH:4]=[C:5]([CH2:8][C:9]3[NH:19][N:18]=[N:17][N:10]=3)[CH:6]=[CH:7][C:2]=2[NH2:1])[CH2:16][CH2:15][CH2:14][CH2:13][CH:12]=1, predict the reactants needed to synthesize it.